Dataset: Catalyst prediction with 721,799 reactions and 888 catalyst types from USPTO. Task: Predict which catalyst facilitates the given reaction. (1) Reactant: [OH-:1].[Na+].[N+]([C:6]1C=CC=C[C:7]=1[C:8]([O-:10])=O)([O-])=O.[CH2:15]([O:22][C:23]([NH:25][C@@H:26]([CH2:34][SH:35])[C:27]([O:29][C:30]([CH3:33])([CH3:32])[CH3:31])=[O:28])=[O:24])[C:16]1[CH:21]=[CH:20][CH:19]=[CH:18][CH:17]=1. Product: [CH2:15]([O:22][C:23]([NH:25][C@@H:26]([CH2:34][S:35][CH2:6][C@H:7]([OH:1])[CH2:8][OH:10])[C:27]([O:29][C:30]([CH3:31])([CH3:32])[CH3:33])=[O:28])=[O:24])[C:16]1[CH:17]=[CH:18][CH:19]=[CH:20][CH:21]=1. The catalyst class is: 218. (2) Reactant: Br.[OH:2][C:3]1[CH:4]=[CH:5][C:6]2[CH2:7][C@H:8]3[NH:19][CH2:18][CH2:17][C@@:14]4([C:15]=2[CH:16]=1)[C@H:9]3[CH2:10][CH2:11][CH2:12][CH2:13]4.[OH-].[Na+].[CH:22]1[CH:27]=[CH:26][C:25]([CH2:28][O:29][C:30](Cl)=[O:31])=[CH:24][CH:23]=1. Product: [OH:2][C:3]1[CH:4]=[CH:5][C:6]2[CH2:7][C@H:8]3[N:19]([C:30]([O:29][CH2:28][C:25]4[CH:26]=[CH:27][CH:22]=[CH:23][CH:24]=4)=[O:31])[CH2:18][CH2:17][C@@:14]4([C:15]=2[CH:16]=1)[C@H:9]3[CH2:10][CH2:11][CH2:12][CH2:13]4. The catalyst class is: 38. (3) Reactant: [OH-].[Na+].C[O:4][C:5]([C:7]1[CH:8]=[C:9]([C:13]2[N:14]=[C:15]([C:22]([C:24]3[CH:25]=[CH:26][C:27]([NH:34][C:35](=[O:40])[NH:36][CH2:37][CH2:38][CH3:39])=[C:28]([CH:33]=3)[C:29]([O:31]C)=O)=[O:23])[N:16]3[CH:21]=[CH:20][CH:19]=[CH:18][C:17]=23)[CH:10]=[CH:11][CH:12]=1)=[O:6]. Product: [O:40]=[C:35]1[N:36]([CH2:37][CH2:38][CH3:39])[C:29](=[O:31])[C:28]2[C:27](=[CH:26][CH:25]=[C:24]([C:22]([C:15]3[N:16]4[CH:21]=[CH:20][CH:19]=[CH:18][C:17]4=[C:13]([C:9]4[CH:8]=[C:7]([CH:12]=[CH:11][CH:10]=4)[C:5]([OH:4])=[O:6])[N:14]=3)=[O:23])[CH:33]=2)[NH:34]1. The catalyst class is: 5. (4) Reactant: [Cl:1][C:2]1[CH:7]=[CH:6][C:5]([CH:8]2[N:12]([C:13]3[CH:14]=[C:15]([O:25][CH3:26])[C:16]4[N:17]([C:19]([CH:22]([F:24])[F:23])=[N:20][N:21]=4)[CH:18]=3)[C:11](=[O:27])[CH:10]([C:28]([CH:30]3[CH2:32][CH2:31]3)=O)[C:9]2=O)=[CH:4][CH:3]=1.[CH3:34][NH:35][NH2:36]. Product: [Cl:1][C:2]1[CH:7]=[CH:6][C:5]([CH:8]2[C:9]3[N:35]([CH3:34])[N:36]=[C:28]([CH:30]4[CH2:32][CH2:31]4)[C:10]=3[C:11](=[O:27])[N:12]2[C:13]2[CH:14]=[C:15]([O:25][CH3:26])[C:16]3[N:17]([C:19]([CH:22]([F:23])[F:24])=[N:20][N:21]=3)[CH:18]=2)=[CH:4][CH:3]=1. The catalyst class is: 513.